From a dataset of Forward reaction prediction with 1.9M reactions from USPTO patents (1976-2016). Predict the product of the given reaction. (1) The product is: [F:1][C:2]1[CH:30]=[CH:29][C:5]([CH2:6][C:7]2[NH:8][C:9]([C:22]3[CH:27]=[CH:26][CH:25]=[C:24]([CH3:28])[N:23]=3)=[C:10]([C:12]3[CH:13]=[C:14]4[C:19](=[CH:20][CH:21]=3)[N:18]=[CH:17][CH:16]=[N:15]4)[N:11]=2)=[CH:4][C:3]=1[NH2:31]. Given the reactants [F:1][C:2]1[CH:30]=[CH:29][C:5]([CH2:6][C:7]2[NH:8][C:9]([C:22]3[CH:27]=[CH:26][CH:25]=[C:24]([CH3:28])[N:23]=3)=[C:10]([C:12]3[CH:13]=[C:14]4[C:19](=[CH:20][CH:21]=3)[N:18]=[CH:17][CH:16]=[N:15]4)[N:11]=2)=[CH:4][C:3]=1[N+:31]([O-])=O.O.NN, predict the reaction product. (2) The product is: [F:12][C:6]1[CH:7]=[CH:8][CH:9]=[C:10]2[C:5]=1[N:4]=[C:3]([CH2:13][N:14]1[C:22](=[O:23])[C:21]3[C:16](=[CH:17][CH:18]=[CH:19][CH:20]=3)[C:15]1=[O:24])[C:2]([C:30]1[CH:35]=[CH:34][CH:33]=[CH:32][N:31]=1)=[CH:11]2. Given the reactants Br[C:2]1[C:3]([CH2:13][N:14]2[C:22](=[O:23])[C:21]3[C:16](=[CH:17][CH:18]=[CH:19][CH:20]=3)[C:15]2=[O:24])=[N:4][C:5]2[C:10]([CH:11]=1)=[CH:9][CH:8]=[CH:7][C:6]=2[F:12].C([Sn](CCCC)(CCCC)[C:30]1[CH:35]=[CH:34][CH:33]=[CH:32][N:31]=1)CCC, predict the reaction product. (3) Given the reactants [F:1][C:2]1[CH:7]=[CH:6][C:5]([CH:8]([C:12]2[CH:17]=[CH:16][C:15]([F:18])=[CH:14][CH:13]=2)[C:9]([CH3:11])=[O:10])=[CH:4][CH:3]=1.[C:19]([O:23][CH2:24][CH3:25])(=[O:22])[CH:20]=[O:21], predict the reaction product. The product is: [F:1][C:2]1[CH:7]=[CH:6][C:5]([CH:8]([C:12]2[CH:13]=[CH:14][C:15]([F:18])=[CH:16][CH:17]=2)[C:9](=[O:10])[CH2:11][CH:20]([OH:21])[C:19]([O:23][CH2:24][CH3:25])=[O:22])=[CH:4][CH:3]=1.